Dataset: Catalyst prediction with 721,799 reactions and 888 catalyst types from USPTO. Task: Predict which catalyst facilitates the given reaction. (1) Reactant: Cl.[NH2:2]O.C([NH:12][C:13]1[CH:18]=[CH:17][CH:16]=[CH:15][C:14]=1[CH:19]([C:23]#[N:24])[C:20]([NH2:22])=[O:21])(=O)C1C=CC=CC=1.O.C(O[C:30](=[O:32])C)(=O)C.[N:33]1[CH:38]=CC=CC=1. Product: [NH2:2][C:30]([NH:24][C:23]1[NH:12][C:13]2[C:14]([C:19]=1[C:20]([NH2:22])=[O:21])=[CH:15][CH:16]=[C:17]([C:38]#[N:33])[CH:18]=2)=[O:32]. The catalyst class is: 8. (2) Reactant: [NH2:1][C:2]1[CH:7]=[C:6]([Cl:8])[CH:5]=[CH:4][C:3]=1[OH:9].[C:10](=S)=[S:11].[OH-].[K+]. Product: [Cl:8][C:6]1[CH:5]=[CH:4][C:3]2[O:9][C:10]([SH:11])=[N:1][C:2]=2[CH:7]=1. The catalyst class is: 8. (3) Reactant: C1COCC1.Br[C:7]1[C:8]2[C:33]([CH3:40])([C:34]3[O:35][C:36]([CH3:39])=[N:37][N:38]=3)[C:32](=[O:41])[NH:31][C:9]=2[N:10]=[C:11]([C:13]2[C:21]3[C:16](=[N:17][CH:18]=[CH:19][CH:20]=3)[N:15]([CH2:22][CH2:23][C:24]([F:30])([F:29])[C:25]([F:28])([F:27])[F:26])[N:14]=2)[N:12]=1.[CH3:42][NH2:43]. The catalyst class is: 5. Product: [CH3:40][C:33]1([C:34]2[O:35][C:36]([CH3:39])=[N:37][N:38]=2)[C:8]2[C:7]([NH:43][CH3:42])=[N:12][C:11]([C:13]3[C:21]4[C:16](=[N:17][CH:18]=[CH:19][CH:20]=4)[N:15]([CH2:22][CH2:23][C:24]([F:29])([F:30])[C:25]([F:26])([F:28])[F:27])[N:14]=3)=[N:10][C:9]=2[NH:31][C:32]1=[O:41]. (4) Reactant: [NH2:1][CH:2]([C:6]1[N:11]([CH2:12][C:13]2[CH:18]=[CH:17][CH:16]=[CH:15][CH:14]=2)[C:10](=[O:19])[C:9]([CH3:20])=[C:8]([CH3:21])[N:7]=1)[CH:3]([CH3:5])[CH3:4].Br[CH2:23][C:24](=[O:38])[CH2:25][CH2:26][N:27]1[C:35](=[O:36])[C:34]2[C:29](=[CH:30][CH:31]=[CH:32][CH:33]=2)[C:28]1=[O:37].C(N(CC)C(C)C)(C)C. Product: [CH2:12]([N:11]1[C:10](=[O:19])[C:9]([CH3:20])=[C:8]([CH3:21])[N:7]=[C:6]1[CH:2]([NH:1][CH2:23][C:24](=[O:38])[CH2:25][CH2:26][N:27]1[C:35](=[O:36])[C:34]2[C:29](=[CH:30][CH:31]=[CH:32][CH:33]=2)[C:28]1=[O:37])[CH:3]([CH3:4])[CH3:5])[C:13]1[CH:14]=[CH:15][CH:16]=[CH:17][CH:18]=1. The catalyst class is: 3. (5) Reactant: C[O:2][C:3]([C:5]1[S:6][C:7]([CH2:12][Br:13])=[CH:8][C:9]=1[O:10][CH3:11])=O.[H-].C([Al+]CC(C)C)C(C)C. Product: [Br:13][CH2:12][C:7]1[S:6][C:5]([CH2:3][OH:2])=[C:9]([O:10][CH3:11])[CH:8]=1. The catalyst class is: 4. (6) Reactant: Br[C:2]1[C:6]([CH3:8])([CH3:7])[O:5]/[C:4](=[C:9]2/[C:10](=[O:19])[NH:11][C:12]3[C:17]/2=[CH:16][CH:15]=[C:14]([F:18])[CH:13]=3)/[CH:3]=1.[F-].[K+].[Cl:22][C:23]1[CH:28]=[CH:27][C:26](B(O)O)=[CH:25][N:24]=1. Product: [Cl:22][C:23]1[N:24]=[CH:25][C:26]([C:2]2[C:6]([CH3:8])([CH3:7])[O:5]/[C:4](=[C:9]3/[C:10](=[O:19])[NH:11][C:12]4[C:17]/3=[CH:16][CH:15]=[C:14]([F:18])[CH:13]=4)/[CH:3]=2)=[CH:27][CH:28]=1. The catalyst class is: 294. (7) Reactant: [CH3:1][O:2][CH2:3][C:4]12[C:10]3([CH2:12][CH2:11]3)[CH:7]([CH2:8][CH2:9]1)[CH2:6][C:5]2=[O:13].[Li+].CC([N-]C(C)C)C.[P:22](Cl)([O:27][CH2:28][CH3:29])([O:24][CH2:25][CH3:26])=[O:23]. Product: [CH3:1][O:2][CH2:3][C:4]12[C:10]3([CH2:12][CH2:11]3)[CH:7]([CH2:8][CH2:9]1)[CH:6]([P:22](=[O:23])([O:27][CH2:28][CH3:29])[O:24][CH2:25][CH3:26])[C:5]2=[O:13]. The catalyst class is: 1.